This data is from Reaction yield outcomes from USPTO patents with 853,638 reactions. The task is: Predict the reaction yield, written as a fraction of the theoretical maximum amount of product (1.0 means a 100% yield; for example, 0.34 means a 34% yield). (1) The reactants are Cl[C:2]1[CH:7]=[CH:6][C:5]([N+:8]([O-:10])=[O:9])=[CH:4][CH:3]=1.[CH3:11][NH2:12]. No catalyst specified. The product is [CH3:11][NH:12][C:2]1[CH:7]=[CH:6][C:5]([N+:8]([O-:10])=[O:9])=[CH:4][CH:3]=1. The yield is 0.930. (2) The reactants are [N+:1]([C:4]1[CH:13]=[C:12]2[C:7]([CH:8]=[CH:9][CH:10]=[N:11]2)=[CH:6][CH:5]=1)([O-])=O. The catalyst is [Pd].CO. The product is [N:11]1[C:12]2[C:7](=[CH:6][CH:5]=[C:4]([NH2:1])[CH:13]=2)[CH:8]=[CH:9][CH:10]=1. The yield is 0.950. (3) The reactants are [CH2:1]([C:3]([C:21]1[CH:29]=[CH:28][C:24]([C:25]([OH:27])=O)=[C:23]([CH3:30])[CH:22]=1)([C:6]1[CH:11]=[CH:10][C:9]([O:12][CH2:13][CH:14]([OH:19])[C:15]([CH3:18])([CH3:17])[CH3:16])=[C:8]([CH3:20])[CH:7]=1)[CH2:4][CH3:5])[CH3:2].Cl.NO.[CH3:34]CN=C=NCCCN(C)C.C1C=C[C:48]2[N:53]([OH:54])N=NC=2C=1.CCN(CC)CC. The catalyst is CCOC(C)=O.CN(C=O)C. The product is [CH2:1]([C:3]([C:21]1[CH:29]=[CH:28][C:24]([C:25]([N:53]([O:54][CH3:34])[CH3:48])=[O:27])=[C:23]([CH3:30])[CH:22]=1)([C:6]1[CH:11]=[CH:10][C:9]([O:12][CH2:13][CH:14]([OH:19])[C:15]([CH3:17])([CH3:16])[CH3:18])=[C:8]([CH3:20])[CH:7]=1)[CH2:4][CH3:5])[CH3:2]. The yield is 0.810. (4) The reactants are [N:1]1([CH2:6][CH2:7][O:8][C:9]2[CH:10]=[C:11]3[C:16](=[CH:17][CH:18]=2)[C:15](=[O:19])[CH2:14][CH2:13][CH2:12]3)[CH:5]=[CH:4][N:3]=[CH:2]1.[O:20]1[CH:24]=[CH:23][CH:22]=[C:21]1[CH:25]=O. The catalyst is [OH-].[K+].CCO. The product is [O:20]1[CH:24]=[CH:23][CH:22]=[C:21]1[CH:25]=[C:14]1[CH2:13][CH2:12][C:11]2[C:16](=[CH:17][CH:18]=[C:9]([O:8][CH2:7][CH2:6][N:1]3[CH:5]=[CH:4][N:3]=[CH:2]3)[CH:10]=2)[C:15]1=[O:19]. The yield is 0.670. (5) The reactants are [O:1]([CH:8]([CH3:14])[C:9]([O:11]CC)=[O:10])[C:2]1[CH:7]=[CH:6][CH:5]=[CH:4][CH:3]=1.[OH-].[Na+]. The catalyst is CCO.O. The product is [O:1]([CH:8]([CH3:14])[C:9]([OH:11])=[O:10])[C:2]1[CH:7]=[CH:6][CH:5]=[CH:4][CH:3]=1. The yield is 0.733. (6) The reactants are [N:1]1[CH:6]=[CH:5][CH:4]=[CH:3][C:2]=1[C:7]([OH:9])=O.C(N(CC)C(C)C)(C)C.C1C=CC2N(O)N=NC=2C=1.C(Cl)CCl.[NH:33]1[C:37]2[CH:38]=[CH:39][CH:40]=[CH:41][C:36]=2[N:35]=[C:34]1[CH2:42][N:43]([CH:48]1[C:57]2[N:56]=[CH:55][CH:54]=[CH:53][C:52]=2[CH2:51][CH2:50][CH2:49]1)[CH2:44][CH2:45][CH2:46][NH2:47]. The catalyst is CN(C=O)C.CCOC(C)=O.[Cl-].[Na+].O.O. The product is [NH:33]1[C:37]2[CH:38]=[CH:39][CH:40]=[CH:41][C:36]=2[N:35]=[C:34]1[CH2:42][N:43]([CH:48]1[C:57]2[N:56]=[CH:55][CH:54]=[CH:53][C:52]=2[CH2:51][CH2:50][CH2:49]1)[CH2:44][CH2:45][CH2:46][NH:47][C:7]([C:2]1[CH:3]=[CH:4][CH:5]=[CH:6][N:1]=1)=[O:9]. The yield is 0.480. (7) The reactants are [CH3:1][O:2][C:3]1[CH:39]=[CH:38][C:6]([C:7]([NH:20][C:21]2[N:29]=[CH:28][N:27]=[C:26]3[C:22]=2[N:23]=[CH:24][N:25]3[C@H:30]2[O:35][C@@H:34]([CH2:36][OH:37])[C@@H:32]([OH:33])[CH2:31]2)([C:14]2[CH:19]=[CH:18][CH:17]=[CH:16][CH:15]=2)[C:8]2[CH:13]=[CH:12][CH:11]=[CH:10][CH:9]=2)=[CH:5][CH:4]=1.[CH3:40][O:41][C:42]1[CH:61]=[CH:60][C:45]([C:46](Cl)([C:53]2[CH:58]=[CH:57][CH:56]=[CH:55][CH:54]=2)[C:47]2[CH:52]=[CH:51][CH:50]=[CH:49][CH:48]=2)=[CH:44][CH:43]=1.CO. The catalyst is N1C=CC=CC=1. The product is [CH3:1][O:2][C:3]1[CH:4]=[CH:5][C:6]([C:7]([NH:20][C:21]2[N:29]=[CH:28][N:27]=[C:26]3[C:22]=2[N:23]=[CH:24][N:25]3[C@H:30]2[O:35][C@@H:34]([CH2:36][O:37][C:46]([C:53]3[CH:58]=[CH:57][CH:56]=[CH:55][CH:54]=3)([C:47]3[CH:52]=[CH:51][CH:50]=[CH:49][CH:48]=3)[C:45]3[CH:44]=[CH:43][C:42]([O:41][CH3:40])=[CH:61][CH:60]=3)[C@@H:32]([OH:33])[CH2:31]2)([C:14]2[CH:15]=[CH:16][CH:17]=[CH:18][CH:19]=2)[C:8]2[CH:9]=[CH:10][CH:11]=[CH:12][CH:13]=2)=[CH:38][CH:39]=1. The yield is 0.720. (8) The reactants are Cl[C:2]1[N:3]=[C:4]2[C:9](=[CH:10][CH:11]=1)[N:8]=[CH:7][C:6]1[CH:12]=[CH:13][C:14](=[O:26])[N:15]([C:16]3[CH:21]=[CH:20][CH:19]=[C:18]([C:22]([F:25])([F:24])[F:23])[CH:17]=3)[C:5]2=1.[CH3:27][O:28][C:29]1[N:34]=[CH:33][C:32](OB(O)O)=[CH:31][N:30]=1.CC1(C)C(C)(C)OB(C2C=CC(N)=NC=2)O1. No catalyst specified. The product is [CH3:27][O:28][C:29]1[N:34]=[CH:33][C:32]([C:2]2[N:3]=[C:4]3[C:9](=[CH:10][CH:11]=2)[N:8]=[CH:7][C:6]2[CH:12]=[CH:13][C:14](=[O:26])[N:15]([C:16]4[CH:21]=[CH:20][CH:19]=[C:18]([C:22]([F:23])([F:24])[F:25])[CH:17]=4)[C:5]3=2)=[CH:31][N:30]=1. The yield is 0.766.